This data is from Catalyst prediction with 721,799 reactions and 888 catalyst types from USPTO. The task is: Predict which catalyst facilitates the given reaction. (1) Reactant: [C:1]([C:4]1[CH:5]=[CH:6][C:7]([OH:13])=[C:8]([CH:12]=1)[C:9]([NH2:11])=[O:10])(=[O:3])[CH3:2].C([O-])([O-])=O.[K+].[K+].[CH:20]1[CH:25]=[CH:24][C:23]([CH2:26]Br)=[CH:22][CH:21]=1. Product: [C:1]([C:4]1[CH:5]=[CH:6][C:7]([O:13][CH2:26][C:23]2[CH:24]=[CH:25][CH:20]=[CH:21][CH:22]=2)=[C:8]([CH:12]=1)[C:9]([NH2:11])=[O:10])(=[O:3])[CH3:2]. The catalyst class is: 23. (2) Reactant: [N+:1]([C:4]1[CH:9]=[CH:8][C:7]([N:10]2[CH2:15][CH2:14][NH:13][CH2:12][CH2:11]2)=[CH:6][CH:5]=1)([O-:3])=[O:2].[Na].[CH:17](=O)[CH2:18][CH:19]([CH3:21])[CH3:20].C([O-])(O)=O.[Na+]. Product: [CH2:17]([N:13]1[CH2:14][CH2:15][N:10]([C:7]2[CH:6]=[CH:5][C:4]([N+:1]([O-:3])=[O:2])=[CH:9][CH:8]=2)[CH2:11][CH2:12]1)[CH2:18][CH:19]([CH3:21])[CH3:20]. The catalyst class is: 2. (3) Reactant: [C:1]([N:8]1[CH2:13][CH2:12][N:11]([C:14]2[CH:19]=[CH:18][CH:17]=[CH:16][C:15]=2[C:20](O)=[O:21])[CH2:10][CH2:9]1)([O:3][C:4]([CH3:7])([CH3:6])[CH3:5])=[O:2].B.C1COCC1. Product: [C:1]([N:8]1[CH2:9][CH2:10][N:11]([C:14]2[CH:19]=[CH:18][CH:17]=[CH:16][C:15]=2[CH2:20][OH:21])[CH2:12][CH2:13]1)([O:3][C:4]([CH3:7])([CH3:6])[CH3:5])=[O:2]. The catalyst class is: 1.